Regression. Given a peptide amino acid sequence and an MHC pseudo amino acid sequence, predict their binding affinity value. This is MHC class II binding data. From a dataset of Peptide-MHC class II binding affinity with 134,281 pairs from IEDB. The peptide sequence is VPPADKYKTFEAAFT. The MHC is HLA-DPA10201-DPB10501 with pseudo-sequence HLA-DPA10201-DPB10501. The binding affinity (normalized) is 0.441.